This data is from Forward reaction prediction with 1.9M reactions from USPTO patents (1976-2016). The task is: Predict the product of the given reaction. Given the reactants [Cl:1][C:2]1[CH:3]=[C:4]([NH:19][C:20]2[C:30]3[CH:29]=[C:28]([C:31](O)=[O:32])[CH2:27][CH2:26][NH:25][C:24]=3[N:23]=[CH:22][N:21]=2)[CH:5]=[CH:6][C:7]=1[O:8][C:9]1[CH:14]=[CH:13][CH:12]=[C:11]([C:15]([F:18])([F:17])[F:16])[CH:10]=1.[CH2:34]([NH2:40])[CH:35]1[O:39][CH2:38][CH2:37][CH2:36]1.Cl.C(N=C=NCCCN(C)C)C.O.ON1C2C=CC=CC=2N=N1, predict the reaction product. The product is: [Cl:1][C:2]1[CH:3]=[C:4]([NH:19][C:20]2[C:30]3[CH:29]=[C:28]([C:31]([NH:40][CH2:34][CH:35]4[CH2:36][CH2:37][CH2:38][O:39]4)=[O:32])[CH2:27][CH2:26][NH:25][C:24]=3[N:23]=[CH:22][N:21]=2)[CH:5]=[CH:6][C:7]=1[O:8][C:9]1[CH:14]=[CH:13][CH:12]=[C:11]([C:15]([F:17])([F:18])[F:16])[CH:10]=1.